Dataset: Catalyst prediction with 721,799 reactions and 888 catalyst types from USPTO. Task: Predict which catalyst facilitates the given reaction. (1) Reactant: [NH2:1][C:2]1[CH:7]=[CH:6][C:5](Br)=[CH:4][C:3]=1/[C:9](/[CH3:16])=[CH:10]\[C:11]([O:13][CH2:14][CH3:15])=[O:12].CC1(C)C2C(=C(P(C3C=CC=CC=3)C3C=CC=CC=3)C=CC=2)OC2C(P(C3C=CC=CC=3)C3C=CC=CC=3)=CC=CC1=2.CCN(C(C)C)C(C)C.[CH2:68]([SH:75])[C:69]1[CH:74]=[CH:73][CH:72]=[CH:71][CH:70]=1. Product: [NH2:1][C:2]1[CH:7]=[CH:6][C:5]([S:75][CH2:68][C:69]2[CH:74]=[CH:73][CH:72]=[CH:71][CH:70]=2)=[CH:4][C:3]=1/[C:9](/[CH3:16])=[CH:10]\[C:11]([O:13][CH2:14][CH3:15])=[O:12]. The catalyst class is: 488. (2) Reactant: [H-].[Na+].[C:3]1([SH:9])[CH:8]=[CH:7][CH:6]=[CH:5][CH:4]=1.Br[CH2:11][CH2:12][CH2:13][CH2:14][O:15][C:16](=[O:18])[CH3:17].Cl. Product: [C:3]1([S:9][CH2:11][CH2:12][CH2:13][CH2:14][O:15][C:16](=[O:18])[CH3:17])[CH:8]=[CH:7][CH:6]=[CH:5][CH:4]=1. The catalyst class is: 3.